From a dataset of Reaction yield outcomes from USPTO patents with 853,638 reactions. Predict the reaction yield, written as a fraction of the theoretical maximum amount of product (1.0 means a 100% yield; for example, 0.34 means a 34% yield). The reactants are [N:1]1[C:6]([C:7](OC)=[O:8])=[CH:5][CH:4]=[CH:3][C:2]=1[C:11]([O:13][CH3:14])=[O:12].[BH4-].[Na+]. The catalyst is CO.O1CCCC1. The product is [OH:8][CH2:7][C:6]1[N:1]=[C:2]([C:11]([O:13][CH3:14])=[O:12])[CH:3]=[CH:4][CH:5]=1. The yield is 0.560.